Dataset: Full USPTO retrosynthesis dataset with 1.9M reactions from patents (1976-2016). Task: Predict the reactants needed to synthesize the given product. (1) The reactants are: [CH3:1][O:2][C:3]1[N:7]([CH3:8])[N:6]=[CH:5][CH:4]=1.[Br-:9].[Br-].[Br-].[NH+]1C=CC=CC=1.[NH+]1C=CC=CC=1.[NH+]1C=CC=CC=1.C([O-])(O)=O.[Na+]. Given the product [Br:9][C:4]1[CH:5]=[N:6][N:7]([CH3:8])[C:3]=1[O:2][CH3:1], predict the reactants needed to synthesize it. (2) Given the product [ClH:1].[N:2]12[CH2:11][CH:6]3[CH2:7][CH:8]([CH2:10][CH:4]([C@H:5]3[NH:12][C:18]([C:17]3[S:13][C:14]([C:21]4[S:22][CH:23]=[CH:24][CH:25]=4)=[CH:15][CH:16]=3)=[O:19])[CH2:3]1)[CH2:9]2, predict the reactants needed to synthesize it. The reactants are: [ClH:1].[N:2]12[CH2:11][CH:6]3[CH2:7][CH:8]([CH2:10][CH:4]([C@H:5]3[NH2:12])[CH2:3]1)[CH2:9]2.[S:13]1[C:17]([C:18](O)=[O:19])=[CH:16][CH:15]=[C:14]1[C:21]1[S:22][CH:23]=[CH:24][CH:25]=1.N. (3) Given the product [CH3:13][O:12][C:10](=[O:11])[CH:9]([CH:3]1[CH2:8][CH2:7][CH2:6][CH2:5][CH2:4]1)[C:19]([C:15]1[O:14][CH:18]=[CH:17][CH:16]=1)=[O:20], predict the reactants needed to synthesize it. The reactants are: [H-].[Na+].[CH:3]1([CH2:9][C:10]([O:12][CH3:13])=[O:11])[CH2:8][CH2:7][CH2:6][CH2:5][CH2:4]1.[O:14]1[CH:18]=[CH:17][CH:16]=[C:15]1[C:19](OCC)=[O:20]. (4) Given the product [Si:23]([O:22][CH2:21][CH2:20][N:9]1[C:10]2[C:6](=[CH:5][C:4]([N+:1]([O-:3])=[O:2])=[CH:12][CH:11]=2)[CH:7]=[N:8]1)([C:26]([CH3:29])([CH3:28])[CH3:27])([CH3:25])[CH3:24], predict the reactants needed to synthesize it. The reactants are: [N+:1]([C:4]1[CH:5]=[C:6]2[C:10](=[CH:11][CH:12]=1)[NH:9][N:8]=[CH:7]2)([O-:3])=[O:2].C([O-])([O-])=O.[Cs+].[Cs+].Br[CH2:20][CH2:21][O:22][Si:23]([C:26]([CH3:29])([CH3:28])[CH3:27])([CH3:25])[CH3:24].